Dataset: Peptide-MHC class II binding affinity with 134,281 pairs from IEDB. Task: Regression. Given a peptide amino acid sequence and an MHC pseudo amino acid sequence, predict their binding affinity value. This is MHC class II binding data. The peptide sequence is SIVSPFIPLLPIFFC. The MHC is DRB1_1501 with pseudo-sequence DRB1_1501. The binding affinity (normalized) is 0.426.